This data is from Drug-target binding data from BindingDB using IC50 measurements. The task is: Regression. Given a target protein amino acid sequence and a drug SMILES string, predict the binding affinity score between them. We predict pIC50 (pIC50 = -log10(IC50 in M); higher means more potent). Dataset: bindingdb_ic50. (1) The compound is CC[C@@H](CO)N(C(C)=O)c1ccc2ncc(-c3cccc(NC(C)=O)c3)n2n1. The target protein (O35491) has sequence MPHPRRYHSSERGSRGSYHEHYQSRKHKRRRSRSWSSSSDRTRRRRREDSYHVRSRSSYDDHSSDRRLYDRRYCGSYRRNDYSRDRGEAYYDTDFRQSYEYHRENSSYRSQRSSRRKHRRRRRRSRTFSRSSSHSSRRAKSVEDDAEGHLIYHVGDWLQERYEIVSTLGEGTFGRVVQCVDHRRGGTQVALKIIKNVEKYKEAARLEINVLEKINEKDPDNKNLCVQMFDWFDYHGHMCISFELLGLSTFDFLKDNNYLPYPIHQVRHMAFQLCQAVKFLHDNKLTHTDLKPENILFVNSDYELTYNLEKKRDERSVKSTAVRVVDFGSATFDHEHHSTIVSTRHYRAPEVILELGWSQPCDVWSIGCIIFEYYVGFTLFQTHDNREHLAMMERILGPVPSRMIRKTRKQKYFYRGRLDWDENTSAGRYVRENCKPLRRYLTSEAEDHHQLFDLIENMLEYEPAKRLTLGEALQHPFFACLRTEPPNTKLWDSSRDISR. The pIC50 is 6.7. (2) The small molecule is COP(=O)(OC)C(=O)Oc1ccc([N+](=O)[O-])cc1. The target protein (P04293) has sequence MFSGGGGPLSPGGKSAARAASGFFAPAGPRGASRGPPPCLRQNFYNPYLAPVGTQQKPTGPTQRHTYYSECDEFRFIAPRVLDEDAPPEKRAGVHDGHLKRAPKVYCGGDERDVLRVGSGGFWPRRSRLWGGVDHAPAGFNPTVTVFHVYDILENVEHAYGMRAAQFHARFMDAITPTGTVITLLGLTPEGHRVAVHVYGTRQYFYMNKEEVDRHLQCRAPRDLCERMAAALRESPGASFRGISADHFEAEVVERTDVYYYETRPALFYRVYVRSGRVLSYLCDNFCPAIKKYEGGVDATTRFILDNPGFVTFGWYRLKPGRNNTLAQPAAPMAFGTSSDVEFNCTADNLAIEGGMSDLPAYKLMCFDIECKAGGEDELAFPVAGHPEDLVIQISCLLYDLSTTALEHVLLFSLGSCDLPESHLNELAARGLPTPVVLEFDSEFEMLLAFMTLVKQYGPEFVTGYNIINFDWPFLLAKLTDIYKVPLDGYGRMNGRGVFR.... The pIC50 is 3.3. (3) The small molecule is O=c1[nH]c2c(-c3ccccc3)coc2c(=O)n1O. The target protein (P28715) has sequence MGVQGLWKLLECSGRQVSPEALEGKILAVDISIWLNQALKGVRDRHGNSIENPHLLTLFHRLCKLLFFRIRPIFVFDGDAPLLKKQTLVKRRQRKDLASSDSRKTTEKLLKTFLKRQAIKTAFRSKRDEALPSLTQVRRENDLYVLPPLQEEEKHSSEEEDEKEWQERMNQKQALQEEFFHNPQAIDIESEDFSSLPPEVKHEILTDMKEFTKRRRTLFEAMPEESDDFSQYQLKGLLKKNYLNQHIEHVQKEMNQQHSGHIRRQYEDEGGFLKEVESRRVVSEDTSHYILIKGIQAKTVAEVDSESLPSSSKMHGMSFDVKSSPCEKLKTEKEPDATPPSPRTLLAMQAALLGSSSEEELESENRRQARGRNAPAAVDEGSISPRTLSAIKRALDDDEDVKVCAGDDVQTGGPGAEEMRINSSTENSDEGLKVRDGKGIPFTATLASSSVNSAEEHVASTNEGREPTDSVPKEQMSLVHVGTEAFPISDESMIKDRKDR.... The pIC50 is 9.4. (4) The drug is Cc1cccc(Cn2cncc2C[C@H](N[C@@H](CC(C)C)C(=O)O)C(=O)O)c1. The target protein sequence is MGAAPGRRWPWPPLLPLLLMLLLPPPPLPVALALDSALQPGNFTADEAGAEDFAQSFNSSSEQVLFQSTAASWAHDTNITEENARRQEEAALISQEFSEVWGQKAKALYDPIWQNFTSRTPRRIIGVVRTLGSANLPGKRQQYNSLLSNMTRIYSTARVCFPNKTATCWSLDPELTNILATSRSYTLLLYAWEGWHNAAGIPLKPLYQDFTALSNEAYKQDGFSDTGAYWRSLYDSPTFTEDLERLYHQLEPLYLNLHAYVRRALHRQYGDRFINLRGPIPAHLLGNMWAQSWNNIYDMVVPFPGKPSLDVTSAMVQKGWNVTHMFRVAEEFFTSLGLLPMPPEFWAESMLEKPSDRREVVCHASAWDFYNRKDFRIKQCTQVTIDQLSTVHHEMGHVQYYLQYKDRHVSLRRGANPGFHEAIGDVLALSVSTPAHLHKIGLLDHVTSDWESDINYLLKMALEKIAFLPFGYLVDQWRWGVFSGRTPPSLYNYDWWYLRT.... The pIC50 is 5.0. (5) The drug is CO/N=C(/C(=O)NCP(=O)(O)Oc1ccc(C#N)c(F)c1)c1cccs1. The target protein (P0A3M1) has sequence MRYIRLCIISLLATLPLAVHASPQPLEQIKLSESQLSGRVGMIEMDLASGRTLTAWRADERFPMMSTFKVVLCGAVLARVDAGDEQLERKIHYRQQDLVDYSPVSEKHLADGMTVGELCAAAITMSDNSAANLLLATVGGPAGLTAFLRQIGDNVTRLDRWETELNEALPGDARDTTTPASMAATLRKLLTSQRLSARSQRQLLQWMVDDRVAGPLIRSVLPAGWFIADKTGASKRGARGIVALLGPNNKAERIVVIYLRDTPASMAERNQQIAGIGAALIEHWQR. The pIC50 is 4.7. (6) The compound is CCC(CC)[C@H](NC(C)=O)[C@@H]1[C@H](O)[C@@H](C(=O)O)C[C@H]1N=C(N)N. The target protein sequence is DRICTGITSSNSPHVVKTATQGEVNVTGVIPLTTTPTKSHFANLKGTQTRGKLCPNCLNCTDLDVALGRPNCMGTIPSAKASILHEVKPVTSGCFPIMHDRTKIRQLPNLLRGYENIRLSPRNVINAEAAPGGPYIVGTSGSCPNVTNGKGFFATMAWAVPKKNNKTATNPLTVEVPYICTKGEDQITVWGFHSDNEAQMVTLYGDSKPQKFTSSANGVTTHYVSQIGGFPNQTEDEGLPQSGRIVVDYMVQKPGKTGTIVYQRGVLLPQKVWCASGRSKVIKGSLPLIGEADCLHERYGGLNKSKPYYTGEHAKAIGNCPIWVKTPLKLANGTKYRPPAKLLKER. The pIC50 is 8.3. (7) The compound is O=c1[nH]c(Nc2ccc3c(c2)CCC3)nc(O)c1CCCOc1ccc([N+](=O)[O-])cn1. The target protein (P0C1P9) has sequence MTEQQKFKVLADQIKISNQLDAEILNSGELTRIDVSNKNRTWEFHITLPQFLAHEDYLLFINAIEQEFKDIANVTCRFTVTNGTNQDEHAIKYFGHCIDQTALSPKVKGQLKQKKLIMSGKVLKVMVSNDIERNHFDKACNGSLIKAFRNCGFDIDKIIFETNDNDQEQNLASLEAHIQEEDEQSARLATEKLEKMKAEKAKQQDNKQSAVDKCQIGKPIQIENIKPIESIIEEEFKVAIEGVIFDINLKELKSGRHIVEIKVTDYTDSLVLKMFTRKNKDDLEHFKALSVGKWVRAQGRIEEDTFIRDLVMMMSDIEEIKKATKKDKAEEKRVEFHLHTAMSQMDGIPNIGAYVKQAADWGHPAIAVTDHNVVQAFPDAHAAAEKHGIKMIYGMEGMLVDDGVPIAYKPQDVVLKDATYVVFDVETTGLSNQYDKIIELAAVKVHNGEIIDKFERFSNPHERLSETIINLTHITDDMLVDAPEIEEVLTEFKEWVGDAI.... The pIC50 is 5.3.